From a dataset of Reaction yield outcomes from USPTO patents with 853,638 reactions. Predict the reaction yield, written as a fraction of the theoretical maximum amount of product (1.0 means a 100% yield; for example, 0.34 means a 34% yield). (1) The reactants are [Br:1]Br.[Cl:3][C:4]1[CH:5]=[C:6]([NH2:12])[C:7](=[CH:10][CH:11]=1)[O:8][CH3:9]. The catalyst is ClCCl. The product is [Cl:3][C:4]1[C:11]([Br:1])=[CH:10][C:7]([O:8][CH3:9])=[C:6]([NH2:12])[CH:5]=1. The yield is 0.330. (2) The product is [CH3:1][O:2][C:3](=[O:4])[NH:5][C@H:6]([C:7]([N:52]1[CH2:53][C:49]([F:48])([F:95])[CH2:50][C@H:51]1[C:54]1[NH:55][C:56]([C:59]2[CH:64]=[N:63][C:62]([C:65]3[CH:70]=[CH:69][C:68]([C:71]4[N:72]=[C:73]([C@@H:76]5[CH2:88][N:86]6[C:87]7[CH:79]([C@@H:80]([NH:89][C:90]([O:91][CH3:92])=[O:93])[CH2:81][CH2:82][C:83]=7[CH:84]=[CH:85]6)[C:78](=[O:94])[CH2:77]5)[NH:74][CH:75]=4)=[CH:67][CH:66]=3)=[N:61][CH:60]=2)=[CH:57][N:58]=1)=[O:9])[C@@H:10]([CH3:13])[CH2:11][CH3:12]. The reactants are [CH3:1][O:2][C:3]([NH:5][C@@H:6]([C@@H:10]([CH3:13])[CH2:11][CH3:12])[C:7]([OH:9])=O)=[O:4].CN(C(ON1N=NC2C=CC=NC1=2)=[N+](C)C)C.F[P-](F)(F)(F)(F)F.CCN(C(C)C)C(C)C.Cl.[F:48][C:49]1([F:95])[CH2:53][NH:52][C@H:51]([C:54]2[NH:55][C:56]([C:59]3[CH:60]=[N:61][C:62]([C:65]4[CH:70]=[CH:69][C:68]([C:71]5[N:72]=[C:73]([C@@H:76]6[CH2:88][N:86]7[C:87]8[CH:79]([C@@H:80]([NH:89][C:90](=[O:93])[O:91][CH3:92])[CH2:81][CH2:82][C:83]=8[CH:84]=[CH:85]7)[C:78](=[O:94])[CH2:77]6)[NH:74][CH:75]=5)=[CH:67][CH:66]=4)=[N:63][CH:64]=3)=[CH:57][N:58]=2)[CH2:50]1. The catalyst is CN(C=O)C. The yield is 0.804. (3) The reactants are [C:1]([O:5][C:6]([N:8]1[CH2:13][CH2:12][CH:11]([OH:14])[CH2:10][CH2:9]1)=[O:7])([CH3:4])([CH3:3])[CH3:2].[Cl:15][C:16]1[CH:21]=[C:20]([N+:22]([O-:24])=[O:23])[CH:19]=[C:18]([Cl:25])[C:17]=1O.C1(P(C2C=CC=CC=2)C2C=CC=CC=2)C=CC=CC=1.N(C(OCC)=O)=NC(OCC)=O. The catalyst is ClCCl. The product is [C:1]([O:5][C:6]([N:8]1[CH2:13][CH2:12][CH:11]([O:14][C:17]2[C:18]([Cl:25])=[CH:19][C:20]([N+:22]([O-:24])=[O:23])=[CH:21][C:16]=2[Cl:15])[CH2:10][CH2:9]1)=[O:7])([CH3:4])([CH3:2])[CH3:3]. The yield is 0.720.